Dataset: Full USPTO retrosynthesis dataset with 1.9M reactions from patents (1976-2016). Task: Predict the reactants needed to synthesize the given product. (1) Given the product [N+:12]([C:9]1[CH:10]=[C:11]2[C:6](=[CH:7][CH:8]=1)[N:5]=[CH:4][CH:3]=[C:2]2[C:15]#[N:16])([O-:14])=[O:13], predict the reactants needed to synthesize it. The reactants are: Cl[C:2]1[C:11]2[C:6](=[CH:7][CH:8]=[C:9]([N+:12]([O-:14])=[O:13])[CH:10]=2)[N:5]=[CH:4][CH:3]=1.[CH3:15][N:16](C=O)C. (2) Given the product [CH3:3][O:4][CH2:5][C:6]1[S:7][CH:8]=[C:9]([CH2:11][N:12]2[N:16]=[C:15]([NH2:17])[CH:14]=[N:13]2)[N:10]=1, predict the reactants needed to synthesize it. The reactants are: N#N.[CH3:3][O:4][CH2:5][C:6]1[S:7][CH:8]=[C:9]([CH2:11][N:12]2[N:16]=[C:15]([N+:17]([O-])=O)[CH:14]=[N:13]2)[N:10]=1.[NH4+].[Cl-]. (3) Given the product [C:1]([C:3]1[CH:4]=[C:5]([CH:27]=[C:28]([O:30][C:31]([F:34])([F:32])[F:33])[CH:29]=1)[CH2:6][O:7][C:8]1[CH:9]=[C:10]2[C:14](=[CH:15][CH:16]=1)[N:13]1[CH2:17][CH2:18][CH2:19][CH:20]([CH2:21][C:22]([OH:24])=[O:23])[C:12]1=[CH:11]2)#[N:2], predict the reactants needed to synthesize it. The reactants are: [C:1]([C:3]1[CH:4]=[C:5]([CH:27]=[C:28]([O:30][C:31]([F:34])([F:33])[F:32])[CH:29]=1)[CH2:6][O:7][C:8]1[CH:9]=[C:10]2[C:14](=[CH:15][CH:16]=1)[N:13]1[CH2:17][CH2:18][CH2:19][CH:20]([CH2:21][C:22]([O:24]CC)=[O:23])[C:12]1=[CH:11]2)#[N:2].[Li+].[OH-].C(O)(=O)CC(CC(O)=O)(C(O)=O)O. (4) Given the product [OH:24][CH2:23][CH2:22][N:21]([CH2:25][CH2:26][OH:27])[S:9]([C:8]1[CH:13]=[CH:14][C:5]([NH:4][C:1](=[O:3])[CH3:2])=[CH:6][CH:7]=1)(=[O:11])=[O:10], predict the reactants needed to synthesize it. The reactants are: [C:1]([NH:4][C:5]1(N)[CH:14]=[CH:13][C:8]([S:9](Cl)(=[O:11])=[O:10])=[CH:7][CH2:6]1)(=[O:3])[CH3:2].C(=O)([O-])O.[Na+].[NH:21]([CH2:25][CH2:26][OH:27])[CH2:22][CH2:23][OH:24]. (5) Given the product [CH2:9]1[O:10][C@H:11]([CH2:12][OH:13])[C@@H:6]([OH:5])[CH:7]=[CH:8]1, predict the reactants needed to synthesize it. The reactants are: [Na].C([O:5][C@@H:6]1[C@@H:11]([CH2:12][O:13]C(=O)C)[O:10][CH2:9][CH:8]=[CH:7]1)(=O)C. (6) Given the product [CH2:1]([O:3][C:4](=[O:45])[CH2:5][S:6][C:7]1[N:8]=[C:9]([C:26]2[CH:31]=[C:30]([O:32][CH2:33][CH2:34][N:35]3[CH2:39][CH2:38][C:37]([F:40])([F:41])[CH2:36]3)[C:29]([O:42][CH3:43])=[CH:28][C:27]=2[Cl:44])[C:10]2[C:15]([C:16]#[N:17])=[CH:14][NH:13][C:11]=2[N:12]=1)[CH3:2], predict the reactants needed to synthesize it. The reactants are: [CH2:1]([O:3][C:4](=[O:45])[CH2:5][S:6][C:7]1[N:8]=[C:9]([C:26]2[CH:31]=[C:30]([O:32][CH2:33][CH2:34][N:35]3[CH2:39][CH2:38][C:37]([F:41])([F:40])[CH2:36]3)[C:29]([O:42][CH3:43])=[CH:28][C:27]=2[Cl:44])[C:10]2[C:15]([C:16]#[N:17])=[CH:14][N:13](COCC[Si](C)(C)C)[C:11]=2[N:12]=1)[CH3:2].[F-].C([N+](CCCC)(CCCC)CCCC)CCC.NCCN.